Binary Classification. Given a miRNA mature sequence and a target amino acid sequence, predict their likelihood of interaction. From a dataset of Experimentally validated miRNA-target interactions with 360,000+ pairs, plus equal number of negative samples. (1) The miRNA is ssc-miR-296-3p with sequence AGGGUUGGGCGGAGGCUUUCC. The protein sequence of the target gene is MVLSQRQRDELNRAIADYLRSNGYEEAYSVFKKEAELDMNEELDKKYAGLLEKKWTSVIRLQKKVMELESKLNEAKEEFTSGGPLGQKRDPKEWIPRPPEKYALSGHRSPVTRVIFHPVFSVMVSASEDATIKVWDYETGDFERTLKGHTDSVQDISFDHSGKLLASCSADMTIKLWDFQGFECIRTMHGHDHNVSSVAIMPNGDHIVSASRDKTIKMWEVQTGYCVKTFTGHREWVRMVRPNQDGTLIASCSNDQTVRVWVVATKECKAELREHEHVVECISWAPESSYSSISEATGSE.... Result: 0 (no interaction). (2) The miRNA is cel-miR-254-3p with sequence UGCAAAUCUUUCGCGAC. The protein sequence of the target gene is MIHTNLKRKFSCFVLVFLLFAIICVWKKGSDYEALTLQAKVFQMPKSQEKVAVGPAPQAVFSNSKQDPKEGVQILSYPRVTAKVKPQPSLQVWDKDSTYSKLNPRLLKIWRNYLNMNKYKVSYKGPGPGVKFSVEALRCHLRDHVNVSMIEATDFPFNTTEWEGYLPKENFRTKAGPWHKCAVVSSAGSLKNSQLGREIDNHDAVLRFNGAPTDNFQQDVGTKTTIRLVNSQLVTTEKRFLKDSLYTEGILILWDPSVYHADIPQWYQKPDYNFFETYKSYRRLHPSQPFYILKPQMPWE.... Result: 0 (no interaction). (3) The miRNA is hsa-miR-5703 with sequence AGGAGAAGUCGGGAAGGU. Result: 1 (interaction). The protein sequence of the target gene is MVRDSMAAAFRPSNRVLLQALQILVYPGVGGSGSVSCRCPLGAKRYLLTDNVVKLKEFQQKKVAVACNLSGTKETYFRNLKKKLTQNKLILKGELITLLHLCESRDHVELAKNVIYRYHAENKNFTLGEYKFGPLFVRLCYELDLEESAVELMKDQHLRGFFSDSTSFNILMDMLFIKGKYKSALQVLIEMKNQDVKFTKDTYVLAFAICYKLNSPESFKICTTLREEALLKGEILSRRASCFAVALALNQNEMAKAVSIFSQIMNPESIACINLNIIIHIQSNMLENLIKTLKNAAEGN.... (4) The miRNA is hsa-miR-132-5p with sequence ACCGUGGCUUUCGAUUGUUACU. Result: 0 (no interaction). The protein sequence of the target gene is MAHRCLRLWGRGGCWPRGLQQLLVPGGVGPGEQPCLRTLYRFVTTQARASRNSLLTDIIAAYQRFCSRPPKGFEKYFPNGKNGKKASEPKEVMGEKKESKPAATTRSSGGGGGGGGKRGGKKDDSHWWSRFQKGDIPWDDKDFRMFFLWTALFWGGVMFYLLLKRSGREITWKDFVNNYLSKGVVDRLEVVNKRFVRVTFTPGKTPVDGQYVWFNIGSVDTFERNLETLQQELGIEGENRVPVVYIAESDGSFLLSMLPTVLIIAFLLYTIRRGPAGIGRTGRGMGGLFSVGETTAKVLK.... (5) The miRNA is hsa-miR-4713-3p with sequence UGGGAUCCAGACAGUGGGAGAA. The protein sequence of the target gene is MAGGVDGPIGIPFPDHSSDILSGLNEQRTQGLLCDVVILVEGREFPTHRSVLAACSQYFKKLFTSGAVVDQQNVYEIDFVSAEALTALMDFAYTATLTVSTANVGDILSAARLLEIPAVSHVCADLLERQILAADDVGDASQPDGAGPTDQRNLLRAKEYLEFFRSNPMNSLPPTAFPWSGFGAPDDDLDATKEAVAAAVAAVAAGDCNGLDFYGPGPPADRPPAGDGDEGDSTPGLWPERDEDAPPGGLFPPPTAPPATTQNGHYGRAGAGTGEEEAAALSEAAPEPGDSPGFLSGAAE.... Result: 0 (no interaction).